Predict the reactants needed to synthesize the given product. From a dataset of Full USPTO retrosynthesis dataset with 1.9M reactions from patents (1976-2016). (1) The reactants are: Cl[C:2]1[N:10]=[CH:9][N:8]=[C:7]2[C:3]=1[N:4]=[C:5]([C:18]1[CH:23]=[CH:22][CH:21]=[CH:20][C:19]=1[Cl:24])[N:6]2[C:11]1[CH:16]=[CH:15][C:14]([Cl:17])=[CH:13][CH:12]=1.[CH2:25]([O:27][C:28]([CH:30]1[NH:35][CH2:34][CH2:33][N:32]([C:36]([O:38][C:39]([CH3:42])([CH3:41])[CH3:40])=[O:37])[CH2:31]1)=[O:29])[CH3:26].C(N(CC)CC)C. Given the product [CH2:25]([O:27][C:28]([CH:30]1[N:35]([C:2]2[N:10]=[CH:9][N:8]=[C:7]3[C:3]=2[N:4]=[C:5]([C:18]2[CH:23]=[CH:22][CH:21]=[CH:20][C:19]=2[Cl:24])[N:6]3[C:11]2[CH:16]=[CH:15][C:14]([Cl:17])=[CH:13][CH:12]=2)[CH2:34][CH2:33][N:32]([C:36]([O:38][C:39]([CH3:40])([CH3:42])[CH3:41])=[O:37])[CH2:31]1)=[O:29])[CH3:26], predict the reactants needed to synthesize it. (2) Given the product [C:1]([N:9]([CH2:11][C:12]1[CH:13]=[C:14]([C:18]2[CH:23]=[CH:22][C:21]([CH2:24][CH:25]([CH2:30][C:31]([O:33][CH2:34][CH3:35])=[O:32])[C:26]([O:28][CH3:29])=[O:27])=[CH:20][CH:19]=2)[CH:15]=[CH:16][CH:17]=1)[CH3:10])(=[O:8])[CH2:2][CH2:3][CH2:4][CH2:5][CH2:6][CH3:7], predict the reactants needed to synthesize it. The reactants are: [C:1]([N:9]([CH2:11][C:12]1[CH:13]=[C:14]([C:18]2[CH:23]=[CH:22][C:21]([CH:24]=[C:25]([CH2:30][C:31]([O:33][CH2:34][CH3:35])=[O:32])[C:26]([O:28][CH3:29])=[O:27])=[CH:20][CH:19]=2)[CH:15]=[CH:16][CH:17]=1)[CH3:10])(=[O:8])[CH2:2][CH2:3][CH2:4][CH2:5][CH2:6][CH3:7]. (3) Given the product [CH3:7][O:6][C:4](=[O:5])[C:3]1[CH:8]=[CH:9][C:10]([O:20][C:18]2[CH:17]=[CH:16][C:15]([CH:21]([CH3:40])[C:22]([C:28]3[CH:39]=[CH:38][C:31]4[N:32]([CH3:37])[C:33](=[O:36])[N:34]([CH3:35])[C:30]=4[CH:29]=3)([OH:27])[C:23]([F:24])([F:25])[F:26])=[C:14]([Cl:13])[CH:19]=2)=[N:11][C:2]=1[Cl:1], predict the reactants needed to synthesize it. The reactants are: [Cl:1][C:2]1[N:11]=[C:10](Cl)[CH:9]=[CH:8][C:3]=1[C:4]([O:6][CH3:7])=[O:5].[Cl:13][C:14]1[CH:19]=[C:18]([OH:20])[CH:17]=[CH:16][C:15]=1[CH:21]([CH3:40])[C:22]([C:28]1[CH:39]=[CH:38][C:31]2[N:32]([CH3:37])[C:33](=[O:36])[N:34]([CH3:35])[C:30]=2[CH:29]=1)([OH:27])[C:23]([F:26])([F:25])[F:24].C(N(CC)CC)C.C1N2CCN(CC2)C1. (4) Given the product [Cl:7][C:8]1[CH:39]=[CH:38][CH:37]=[CH:36][C:9]=1[CH2:10][N:11]([CH3:35])[C:12]([C:14]1[N:15]=[N:16][N:17]([CH2:20][C:21]2[CH:26]=[C:25]([C:27]([F:30])([F:28])[F:29])[CH:24]=[C:23]([C:31]([F:34])([F:32])[F:33])[CH:22]=2)[C:18]=1[N:1]1[CH2:6][CH2:5][NH:4][CH2:3][CH2:2]1)=[O:13], predict the reactants needed to synthesize it. The reactants are: [NH:1]1[CH2:6][CH2:5][NH:4][CH2:3][CH2:2]1.[Cl:7][C:8]1[CH:39]=[CH:38][CH:37]=[CH:36][C:9]=1[CH2:10][N:11]([CH3:35])[C:12]([C:14]1[N:15]=[N:16][N:17]([CH2:20][C:21]2[CH:26]=[C:25]([C:27]([F:30])([F:29])[F:28])[CH:24]=[C:23]([C:31]([F:34])([F:33])[F:32])[CH:22]=2)[C:18]=1Cl)=[O:13]. (5) Given the product [F:1][C:2]1[CH:7]=[CH:6][CH:5]=[C:4]([F:8])[C:3]=1[C:9]([NH:11][C@@H:12]([CH2:18][C:19]1[CH:20]=[CH:21][C:22]([C:25]2[C:26]([O:37][CH3:38])=[CH:27][C:28]([CH2:33][O:34][CH2:35][CH3:36])=[CH:29][C:30]=2[O:31][CH3:32])=[CH:23][CH:24]=1)[C:13]([OH:15])=[O:14])=[O:10], predict the reactants needed to synthesize it. The reactants are: [F:1][C:2]1[CH:7]=[CH:6][CH:5]=[C:4]([F:8])[C:3]=1[C:9]([NH:11][C@@H:12]([CH2:18][C:19]1[CH:24]=[CH:23][C:22]([C:25]2[C:30]([O:31][CH3:32])=[CH:29][C:28]([CH2:33][O:34][CH2:35][CH3:36])=[CH:27][C:26]=2[O:37][CH3:38])=[CH:21][CH:20]=1)[C:13]([O:15]CC)=[O:14])=[O:10]. (6) Given the product [CH3:49][O:50][C:51]1[CH:52]=[CH:53][C:54]([C:57]2[CH:62]=[CH:61][CH:60]=[C:59]([NH:63][C:22]([C:17]3[C:18](=[O:21])[O:19][C:20]4[C:15]([CH:16]=3)=[CH:14][CH:13]=[CH:12][C:11]=4[OH:10])=[O:24])[CH:58]=2)=[CH:55][CH:56]=1, predict the reactants needed to synthesize it. The reactants are: CCN(C(C)C)C(C)C.[OH:10][C:11]1[CH:12]=[CH:13][CH:14]=[C:15]2[C:20]=1[O:19][C:18](=[O:21])[C:17]([C:22]([OH:24])=O)=[CH:16]2.CN(C(ON1N=NC2C=CC=NC1=2)=[N+](C)C)C.F[P-](F)(F)(F)(F)F.[CH3:49][O:50][C:51]1[CH:56]=[CH:55][C:54]([C:57]2[CH:62]=[CH:61][CH:60]=[C:59]([NH2:63])[CH:58]=2)=[CH:53][CH:52]=1. (7) Given the product [CH3:28][NH:26][C:25]([C:4]1[C:5]([C:7]2[CH:8]=[C:9]([C:18]([CH3:19])([CH3:20])[CH3:21])[C:10]([OH:17])=[C:11]([C:13]([CH3:16])([CH3:15])[CH3:14])[CH:12]=2)=[N:39][C:38]([N:37]([CH3:41])[CH3:36])=[N:40][CH:3]=1)=[O:29], predict the reactants needed to synthesize it. The reactants are: CO[C:3](=O)[CH2:4][C:5]([C:7]1[CH:12]=[C:11]([C:13]([CH3:16])([CH3:15])[CH3:14])[C:10]([OH:17])=[C:9]([C:18]([CH3:21])([CH3:20])[CH3:19])[CH:8]=1)=O.CO[CH:25]([O:29]C)[N:26]([CH3:28])C.S(O)(O)(=O)=O.[CH3:36][N:37]([CH3:41])[C:38]([NH2:40])=[NH:39].CC(C)([O-])C.[K+]. (8) Given the product [OH:6][C:7]1[N:8]=[C:9]2[CH:17]=[C:16]([O:18][CH2:19][C:20]3[S:21][CH:22]=[C:23]([CH:25]([CH3:27])[CH3:26])[N:24]=3)[CH:15]=[CH:14][N:10]2[C:11](=[O:13])[C:12]=1[CH:28]=[O:29], predict the reactants needed to synthesize it. The reactants are: P(Cl)(Cl)(Cl)=O.[OH:6][C:7]1[N:8]=[C:9]2[CH:17]=[C:16]([O:18][CH2:19][C:20]3[S:21][CH:22]=[C:23]([CH:25]([CH3:27])[CH3:26])[N:24]=3)[CH:15]=[CH:14][N:10]2[C:11](=[O:13])[CH:12]=1.[C:28](=O)([O-])[OH:29].[Na+].